From a dataset of Forward reaction prediction with 1.9M reactions from USPTO patents (1976-2016). Predict the product of the given reaction. (1) Given the reactants [C:1]([OH:13])(=[O:12])[CH2:2][C:3]([CH2:8][C:9]([OH:11])=[O:10])([C:5]([OH:7])=[O:6])[OH:4].[C:14]([OH:26])(=[O:25])[CH2:15][C:16]([CH2:21][C:22]([OH:24])=[O:23])([C:18]([OH:20])=[O:19])[OH:17].[CH3:27][O:28][CH2:29][CH2:30][CH2:31][S:32]([C:35]1[CH:40]=[CH:39][C:38]([C:41]2[CH:46]=[CH:45][CH:44]=[CH:43][C:42]=2CCN2CCC[C@H]2C)=[CH:37][CH:36]=1)(=[O:34])=[O:33].[C:55](O)(=O)[CH2:56][C:57]([CH2:62][C:63](O)=O)(C(O)=O)O.[C:68](#[N:70])[CH3:69], predict the reaction product. The product is: [C:1]([OH:13])(=[O:12])[CH2:2][C:3]([CH2:8][C:9]([OH:11])=[O:10])([C:5]([OH:7])=[O:6])[OH:4].[C:14]([OH:26])(=[O:25])[CH2:15][C:16]([CH2:21][C:22]([OH:24])=[O:23])([C:18]([OH:20])=[O:19])[OH:17].[CH3:27][O:28][CH2:29][CH2:30][CH2:31][S:32]([C:35]1[CH:40]=[CH:39][C:38]([C:41]2[CH:46]=[CH:45][C:44]([CH2:69][CH2:68][N:70]3[CH2:63][CH2:62][CH2:57][C@H:56]3[CH3:55])=[CH:43][CH:42]=2)=[CH:37][CH:36]=1)(=[O:33])=[O:34]. (2) Given the reactants [CH2:1]([NH:3][C:4](=[O:32])[NH:5][C:6]1[N:11]=[CH:10][C:9]([C:12]2[C:13](F)=[N:14][CH:15]=[C:16]([C:18]([O:20]C)=[O:19])[CH:17]=2)=[C:8]([C:23]2[S:24][CH:25]=[C:26]([C:28]([F:31])([F:30])[F:29])[N:27]=2)[CH:7]=1)[CH3:2].[H-].[Na+].[C:35]([O:39][CH2:40][CH2:41][OH:42])([CH3:38])([CH3:37])[CH3:36], predict the reaction product. The product is: [C:35]([O:39][CH2:40][CH2:41][O:42][C:13]1[C:12]([C:9]2[CH:10]=[N:11][C:6]([NH:5][C:4]([NH:3][CH2:1][CH3:2])=[O:32])=[CH:7][C:8]=2[C:23]2[S:24][CH:25]=[C:26]([C:28]([F:31])([F:30])[F:29])[N:27]=2)=[CH:17][C:16]([C:18]([OH:20])=[O:19])=[CH:15][N:14]=1)([CH3:38])([CH3:37])[CH3:36].